From a dataset of Reaction yield outcomes from USPTO patents with 853,638 reactions. Predict the reaction yield, written as a fraction of the theoretical maximum amount of product (1.0 means a 100% yield; for example, 0.34 means a 34% yield). (1) The reactants are C1(=O)[N:5]([CH2:6][CH:7]([C:15]2[NH:16][C:17]3[C:22]([CH:23]=2)=[CH:21][CH:20]=[CH:19][N:18]=3)[O:8][CH:9]2[CH2:14][CH2:13][CH2:12][CH2:11][O:10]2)C(=O)C2=CC=CC=C12.CCO. No catalyst specified. The product is [NH2:5][CH2:6][CH:7]([C:15]1[NH:16][C:17]2[C:22]([CH:23]=1)=[CH:21][CH:20]=[CH:19][N:18]=2)[O:8][CH:9]1[CH2:14][CH2:13][CH2:12][CH2:11][O:10]1. The yield is 1.00. (2) The catalyst is C(Cl)Cl.C1COCC1. The reactants are [CH3:1][O:2][C:3]1[CH:4]=[CH:5][C:6]([N+:12]([O-:14])=[O:13])=[C:7]([CH:11]=1)[C:8]([OH:10])=O.CN(C=O)C.C(Cl)(=O)C(Cl)=O.[F:26][C:27]1([F:40])[O:32][C:31]2[CH:33]=[CH:34][C:35]([NH2:37])=[CH:36][C:30]=2[O:29][C:28]1([F:39])[F:38]. The yield is 1.00. The product is [CH3:1][O:2][C:3]1[CH:4]=[CH:5][C:6]([N+:12]([O-:14])=[O:13])=[C:7]([CH:11]=1)[C:8]([NH:37][C:35]1[CH:34]=[CH:33][C:31]2[O:32][C:27]([F:40])([F:26])[C:28]([F:38])([F:39])[O:29][C:30]=2[CH:36]=1)=[O:10].